Dataset: In vitro SARS-CoV-2 activity screen of 1,480 approved drugs from Prestwick library. Task: Binary Classification. Given a drug SMILES string, predict its activity (active/inactive) in a high-throughput screening assay against a specified biological target. (1) The compound is COc1cc2nc(N3CCN(C(=O)C4CCCO4)CC3)nc(N)c2cc1OC.Cl. The result is 0 (inactive). (2) The molecule is Cc1cc2nc3ccc(=[N+](C)C)cc-3sc2cc1N.[Cl-]. The result is 0 (inactive).